From a dataset of Catalyst prediction with 721,799 reactions and 888 catalyst types from USPTO. Predict which catalyst facilitates the given reaction. (1) Reactant: CN([CH:4]=[C:5]1[CH2:11][CH2:10][CH2:9][CH2:8][CH2:7][C:6]1=O)C.Cl.Cl.[CH3:15][N:16]1[C:20]([C:21]2[CH:22]=[C:23]([N:27]=[C:28]([NH2:30])[NH2:29])[CH:24]=[CH:25][CH:26]=2)=[CH:19][N:18]=[C:17]1[CH3:31].C[O-].[Na+]. Product: [CH3:15][N:16]1[C:20]([C:21]2[CH:22]=[C:23]([NH:27][C:28]3[N:30]=[CH:4][C:5]4[CH2:11][CH2:10][CH2:9][CH2:8][CH2:7][C:6]=4[N:29]=3)[CH:24]=[CH:25][CH:26]=2)=[CH:19][N:18]=[C:17]1[CH3:31]. The catalyst class is: 357. (2) Reactant: [CH3:1][CH:2]([CH3:11])[CH2:3][CH2:4][CH2:5][CH2:6][CH2:7][CH2:8][CH2:9][OH:10].[C:12](O)(=[O:23])[CH2:13][C:14]1[CH:22]=[CH:21][C:19]([OH:20])=[C:16]([O:17][CH3:18])[CH:15]=1.S([O-])([O-])(=O)=O.[Mg+2]. Product: [C:12]([O:10][CH2:9][CH2:8][CH2:7][CH2:6][CH2:5][CH2:4][CH2:3][CH:2]([CH3:11])[CH3:1])(=[O:23])[CH2:13][C:14]1[CH:22]=[CH:21][C:19]([OH:20])=[C:16]([O:17][CH3:18])[CH:15]=1. The catalyst class is: 11. (3) Reactant: [CH:1]1([NH:4][C:5](=[O:38])[N:6]([CH2:11][C:12]2[N:16]([CH3:17])[C:15]([C:18]3[S:26][C:25]4[C:20](=[N:21][CH:22]=[CH:23][C:24]=4[O:27][C:28]4[CH:33]=[CH:32][C:31]([N+:34]([O-])=O)=[CH:30][C:29]=4[F:37])[CH:19]=3)=[N:14][CH:13]=2)[CH2:7][CH2:8][O:9][CH3:10])[CH2:3][CH2:2]1.[Cl-].[NH4+]. Product: [NH2:34][C:31]1[CH:32]=[CH:33][C:28]([O:27][C:24]2[CH:23]=[CH:22][N:21]=[C:20]3[CH:19]=[C:18]([C:15]4[N:16]([CH3:17])[C:12]([CH2:11][N:6]([CH2:7][CH2:8][O:9][CH3:10])[C:5]([NH:4][CH:1]5[CH2:2][CH2:3]5)=[O:38])=[CH:13][N:14]=4)[S:26][C:25]=23)=[C:29]([F:37])[CH:30]=1. The catalyst class is: 284. (4) Reactant: [N+:1]([C:4]1[S:8][C:7]([C:9]([OH:11])=O)=[CH:6][CH:5]=1)([O-:3])=[O:2].[NH4+].[Cl-].C1C=CC2N(O)N=[N:20]C=2C=1.C(Cl)CCl.CCN(C(C)C)C(C)C. Product: [N+:1]([C:4]1[S:8][C:7]([C:9]([NH2:20])=[O:11])=[CH:6][CH:5]=1)([O-:3])=[O:2]. The catalyst class is: 3. (5) Reactant: CN(C(ON1N=NC2C=CC=CC1=2)=[N+](C)C)C.F[P-](F)(F)(F)(F)F.[NH2:25][C:26]1[C:27]([C:33]([OH:35])=O)=[N:28][C:29]([Br:32])=[CH:30][N:31]=1.C(N(C(C)C)C(C)C)C.[NH2:45][C:46]1[C:51]([N:52]2[CH2:57][CH2:56][C:55]([NH:59][C:60](=[O:66])[O:61][C:62]([CH3:65])([CH3:64])[CH3:63])([CH3:58])[CH2:54][CH2:53]2)=[CH:50][CH:49]=[CH:48][N:47]=1. Product: [NH2:25][C:26]1[C:27]([C:33]([NH:45][C:46]2[C:51]([N:52]3[CH2:57][CH2:56][C:55]([NH:59][C:60](=[O:66])[O:61][C:62]([CH3:65])([CH3:64])[CH3:63])([CH3:58])[CH2:54][CH2:53]3)=[CH:50][CH:49]=[CH:48][N:47]=2)=[O:35])=[N:28][C:29]([Br:32])=[CH:30][N:31]=1. The catalyst class is: 3. (6) Reactant: [NH:1]1[CH2:6][CH2:5][CH:4]([NH:7][C:8](=[O:14])[O:9][C:10]([CH3:13])([CH3:12])[CH3:11])[CH2:3][CH2:2]1.C(=O)(O)[O-].[Na+].[C:20](Cl)(=[O:32])[O:21][CH2:22][C:23]1[CH:28]=[C:27]([C:29]#[N:30])[CH:26]=[C:25]([Cl:31])[CH:24]=1. Product: [C:10]([O:9][C:8]([NH:7][CH:4]1[CH2:3][CH2:2][N:1]([C:20]([O:21][CH2:22][C:23]2[CH:28]=[C:27]([C:29]#[N:30])[CH:26]=[C:25]([Cl:31])[CH:24]=2)=[O:32])[CH2:6][CH2:5]1)=[O:14])([CH3:11])([CH3:13])[CH3:12]. The catalyst class is: 2. (7) Reactant: [Cl:1][C:2]1[CH:7]=[C:6]([O:8]C)[CH:5]=[CH:4][C:3]=1[CH2:10][CH2:11][CH2:12][C:13]([O:15]C(C)(C)C)=[O:14].B(Br)(Br)Br. Product: [Cl:1][C:2]1[CH:7]=[C:6]([OH:8])[CH:5]=[CH:4][C:3]=1[CH2:10][CH2:11][CH2:12][C:13]([OH:15])=[O:14]. The catalyst class is: 4.